Dataset: Forward reaction prediction with 1.9M reactions from USPTO patents (1976-2016). Task: Predict the product of the given reaction. (1) Given the reactants O=[CH:2][C@@H:3]([C@H:5]([C@@H:7]([C@@H:9]([CH2:11][OH:12])O)O)O)O.O.O.O.O.O.O.O.S([O-])([O-])(=O)=O.[Mg+2].S([O-])([O-])(=O)=O.[NH4+].[NH4+].P([O-])(O)(O)=O.[K+:38].[CH3:39][C:40]1[N+](CC2C=NC(C)=NC=2N)=CSC=1CCO.Cl.[Cl-].OC(CCC[CH2:65][C@H:66]1[C@@H:74]2[C@@H:69]([NH:70][C:71]([NH:73]2)=[O:72])[CH2:68][S:67]1)=O.NC([C:81]([OH:83])=[O:82])CCSC.[C:84](=O)([O-])[O-].[Ca+2].C1[C@H](N)[C@@H](O[C@H]2O[C@H](CN)[C@@H](O)[C@H](O)[C@H]2O)[C@H](O)[C@@H](O[C@H]2O[C@H](CO)[C@@H](O)[C@H](N)[C@H]2O)[C@@H]1N.CCCCCCCCCCCCOS([O-])(=O)=O.[Na+].CCN(C1C=CC(C(C2C=CC(NC3C=CC(OCC)=CC=3)=CC=2)=C2C=CC(=[N+](CC3C=CC=C(S([O-])(=O)=O)C=3)CC)C=C2)=CC=1)CC1C=CC=C(S([O-])(=O)=O)C=1.[Na+], predict the reaction product. The product is: [CH3:84][C:66]1([CH3:65])[S:67][C@@H:68]2[C@H:69]([NH:70][C:11]([CH2:9][C:7]3[CH:5]=[CH:3][CH:2]=[CH:39][CH:40]=3)=[O:12])[C:71](=[O:72])[N:73]2[C@H:74]1[C:81]([O-:83])=[O:82].[K+:38]. (2) Given the reactants O.NN.[C:4]([N:21]1[CH2:26][CH2:25][CH:24]([CH2:27][CH2:28][O:29][N:30]2C(=O)C3C(=CC=CC=3)C2=O)[CH2:23][CH2:22]1)(=[O:20])[CH2:5][CH2:6][CH2:7][CH2:8][CH2:9][CH2:10][CH2:11][CH2:12][CH2:13][CH2:14][CH2:15][CH2:16][CH2:17][CH2:18][CH3:19], predict the reaction product. The product is: [NH2:30][O:29][CH2:28][CH2:27][CH:24]1[CH2:25][CH2:26][N:21]([C:4](=[O:20])[CH2:5][CH2:6][CH2:7][CH2:8][CH2:9][CH2:10][CH2:11][CH2:12][CH2:13][CH2:14][CH2:15][CH2:16][CH2:17][CH2:18][CH3:19])[CH2:22][CH2:23]1. (3) Given the reactants [F:1][C:2]([F:17])([F:16])[O:3][C:4]1[CH:9]=[CH:8][CH:7]=[CH:6][C:5]=1[C:10]1[CH:15]=[CH:14][N:13]=[CH:12][CH:11]=1.[CH2:18](Br)[C:19]1[CH:24]=[CH:23][CH:22]=[CH:21][CH:20]=1.C(Cl)Cl.CO.[BH4-].[Na+], predict the reaction product. The product is: [CH2:18]([N:13]1[CH2:12][CH:11]=[C:10]([C:5]2[CH:6]=[CH:7][CH:8]=[CH:9][C:4]=2[O:3][C:2]([F:1])([F:16])[F:17])[CH2:15][CH2:14]1)[C:19]1[CH:24]=[CH:23][CH:22]=[CH:21][CH:20]=1. (4) Given the reactants [C:1]([O:5][C:6]([N:8]1[CH2:13][C@H:12]([CH2:14][N:15]2[CH2:20][CH2:19][O:18][CH2:17][C@H:16]2[CH3:21])[N:11]([CH2:22][C:23]([O:25]CC2C=CC=CC=2)=[O:24])[CH2:10][C@H:9]1[CH3:33])=[O:7])([CH3:4])([CH3:3])[CH3:2], predict the reaction product. The product is: [C:1]([O:5][C:6]([N:8]1[CH2:13][C@H:12]([CH2:14][N:15]2[CH2:20][CH2:19][O:18][CH2:17][C@H:16]2[CH3:21])[N:11]([CH2:22][C:23]([OH:25])=[O:24])[CH2:10][C@H:9]1[CH3:33])=[O:7])([CH3:2])([CH3:3])[CH3:4]. (5) Given the reactants [N:1]1([C@H:6]2[CH2:10][CH2:9][CH2:8][C@H:7]2[NH2:11])[CH2:5][CH2:4][CH2:3][CH2:2]1.[CH:12]1([C:15]2[CH:23]=[C:22]([C:24]([F:27])([F:26])[F:25])[CH:21]=[C:20]([O:28][CH3:29])[C:16]=2[C:17](O)=[O:18])[CH2:14][CH2:13]1, predict the reaction product. The product is: [CH:12]1([C:15]2[CH:23]=[C:22]([C:24]([F:26])([F:27])[F:25])[CH:21]=[C:20]([O:28][CH3:29])[C:16]=2[C:17]([NH:11][C@@H:7]2[CH2:8][CH2:9][CH2:10][C@@H:6]2[N:1]2[CH2:2][CH2:3][CH2:4][CH2:5]2)=[O:18])[CH2:14][CH2:13]1.